This data is from Forward reaction prediction with 1.9M reactions from USPTO patents (1976-2016). The task is: Predict the product of the given reaction. (1) Given the reactants O[CH2:2][C:3]1([CH2:16][CH:17]=[CH2:18])[CH2:8][CH2:7][N:6]([C:9]([O:11][C:12]([CH3:15])([CH3:14])[CH3:13])=[O:10])[CH2:5][CH2:4]1.[CH2:19]([N:21](CC)CC)C.CS(Cl)(=O)=O.[C-]#N.[K+], predict the reaction product. The product is: [C:19]([CH2:2][C:3]1([CH2:16][CH:17]=[CH2:18])[CH2:8][CH2:7][N:6]([C:9]([O:11][C:12]([CH3:15])([CH3:14])[CH3:13])=[O:10])[CH2:5][CH2:4]1)#[N:21]. (2) Given the reactants [C:1]([O:5][C:6]([N:8]1[CH2:13][CH2:12][C:11]([NH:15]C(OCC2C=CC=CC=2)=O)([CH3:14])[CH2:10][CH2:9]1)=[O:7])([CH3:4])([CH3:3])[CH3:2], predict the reaction product. The product is: [C:1]([O:5][C:6]([N:8]1[CH2:13][CH2:12][C:11]([NH2:15])([CH3:14])[CH2:10][CH2:9]1)=[O:7])([CH3:4])([CH3:2])[CH3:3]. (3) Given the reactants FC1C=CC=CC=1NC(=S)NC1C=CC(C2C=C3C(CN([C@@H](C(C)C)C(O)=O)C3=O)=CC=2)=CC=1.[CH3:35][CH:36]([CH3:72])[C@H:37]([N:42]1[CH2:50][C:49]2[C:44](=[CH:45][C:46]([C:51]3[CH:56]=[CH:55][C:54]([NH:57][C:58]([NH:60][C:61]4[CH:66]=[CH:65][CH:64]=[C:63]([C:67]([F:70])([F:69])[F:68])[CH:62]=4)=[S:59])=[CH:53][CH:52]=3)=[CH:47][CH:48]=2)[C:43]1=[O:71])[C:38]([O:40]C)=[O:39], predict the reaction product. The product is: [CH3:35][CH:36]([CH3:72])[C@H:37]([N:42]1[CH2:50][C:49]2[C:44](=[CH:45][C:46]([C:51]3[CH:52]=[CH:53][C:54]([NH:57][C:58]([NH:60][C:61]4[CH:66]=[CH:65][CH:64]=[C:63]([C:67]([F:69])([F:70])[F:68])[CH:62]=4)=[S:59])=[CH:55][CH:56]=3)=[CH:47][CH:48]=2)[C:43]1=[O:71])[C:38]([OH:40])=[O:39]. (4) Given the reactants [C:1]([C:5]1[CH:6]=[C:7]([NH:23][C:24]([NH:26][C:27]2[CH:32]=[CH:31][C:30]([O:33][C:34]3[CH:39]=[C:38](Cl)[N:37]=[CH:36][N:35]=3)=[CH:29][CH:28]=2)=[O:25])[N:8]([C:10]2[CH:15]=[CH:14][C:13]([CH2:16][N:17]3[CH2:22][CH2:21][O:20][CH2:19][CH2:18]3)=[CH:12][CH:11]=2)[N:9]=1)([CH3:4])([CH3:3])[CH3:2].[CH3:41][NH2:42], predict the reaction product. The product is: [C:1]([C:5]1[CH:6]=[C:7]([NH:23][C:24]([NH:26][C:27]2[CH:32]=[CH:31][C:30]([O:33][C:34]3[CH:39]=[C:38]([NH:42][CH3:41])[N:37]=[CH:36][N:35]=3)=[CH:29][CH:28]=2)=[O:25])[N:8]([C:10]2[CH:15]=[CH:14][C:13]([CH2:16][N:17]3[CH2:22][CH2:21][O:20][CH2:19][CH2:18]3)=[CH:12][CH:11]=2)[N:9]=1)([CH3:4])([CH3:3])[CH3:2]. (5) The product is: [CH2:16]([O:15][C:13]([C:7]1[N:8]([CH3:12])[C:9]2[C:5]([C:6]=1[C:25]([CH3:24])([C:26]([O:28][CH2:29][CH3:18])=[O:27])[C:30]([O:32][CH2:33][CH3:34])=[O:31])=[CH:4][C:3]([O:2][CH3:1])=[CH:11][CH:10]=2)=[O:14])[CH3:17]. Given the reactants [CH3:1][O:2][C:3]1[CH:4]=[C:5]2[C:9](=[CH:10][CH:11]=1)[N:8]([CH3:12])[C:7]([C:13]([O:15][CH2:16][CH3:17])=[O:14])=[CH:6]2.[C:18]([O-])(=O)C.[Na+].C[CH2:24][CH:25]([C:30]([O:32][CH2:33][CH3:34])=[O:31])[C:26]([O:28][CH3:29])=[O:27], predict the reaction product. (6) Given the reactants [CH3:1][N:2]([CH2:4][C:5]1[C:6]([N+:15]([O-:17])=[O:16])=[C:7]([CH:12]=[CH:13][CH:14]=1)[C:8]([O:10]C)=[O:9])[CH3:3].[ClH:18], predict the reaction product. The product is: [ClH:18].[CH3:3][N:2]([CH2:4][C:5]1[C:6]([N+:15]([O-:17])=[O:16])=[C:7]([CH:12]=[CH:13][CH:14]=1)[C:8]([OH:10])=[O:9])[CH3:1].